This data is from Retrosynthesis with 50K atom-mapped reactions and 10 reaction types from USPTO. The task is: Predict the reactants needed to synthesize the given product. (1) Given the product CCC(O)(C=Cc1ccc2[nH]cc(C[C@H]3CCCN3C(=O)OCc3ccccc3)c2c1)CC, predict the reactants needed to synthesize it. The reactants are: C=CC(O)(CC)CC.O=C(OCc1ccccc1)N1CCC[C@@H]1Cc1c[nH]c2ccc(Br)cc12. (2) The reactants are: O=C1CCc2cc(-c3ccc(C(F)(F)F)cc3)ccc2C1. Given the product OC1CCc2cc(-c3ccc(C(F)(F)F)cc3)ccc2C1, predict the reactants needed to synthesize it. (3) Given the product CC1(C)CC(c2cccc(NS(C)(=O)=O)c2)Nc2ccc(C(F)(F)F)cc21, predict the reactants needed to synthesize it. The reactants are: CC1(C)CC(c2cccc(N)c2)Nc2ccc(C(F)(F)F)cc21.CS(=O)(=O)Cl. (4) Given the product O=[N+]([O-])c1ccc2[nH]c(SCc3ccc(Cl)c(Cl)c3)nc2c1, predict the reactants needed to synthesize it. The reactants are: Clc1ccc(CBr)cc1Cl.O=[N+]([O-])c1ccc2[nH]c(S)nc2c1. (5) Given the product Cn1cncc1CCOC(c1ccc(CCc2ccc(F)cc2)c(C(=O)O)c1)c1nccs1, predict the reactants needed to synthesize it. The reactants are: COC(=O)c1cc(C(OCCc2cncn2C)c2nccs2)ccc1CCc1ccc(F)cc1. (6) Given the product O=C(Nc1ccc(Cl)c(C(F)(F)F)c1)Nc1cc(Oc2ccc3nc(NC(=O)C4CC4)sc3n2)ccc1F, predict the reactants needed to synthesize it. The reactants are: Nc1cc(Oc2ccc3nc(NC(=O)C4CC4)sc3n2)ccc1F.O=C=Nc1ccc(Cl)c(C(F)(F)F)c1.